Dataset: Reaction yield outcomes from USPTO patents with 853,638 reactions. Task: Predict the reaction yield, written as a fraction of the theoretical maximum amount of product (1.0 means a 100% yield; for example, 0.34 means a 34% yield). The reactants are Br[C:2]1[CH:3]=[C:4]2[CH2:10][N:9]([O:11][C:12]([CH3:15])([CH3:14])[CH3:13])[C:8](=[O:16])[C:5]2=[N:6][CH:7]=1.ON(CCCC1C=CC=CC=1)C(C1C=C(N2CCCCC2)C=CN=1)=O.[CH:42]([C:45]1[CH:46]=[C:47](B(O)O)[CH:48]=[CH:49][CH:50]=1)([CH3:44])[CH3:43].C(=O)([O-])[O-].[Na+].[Na+]. The catalyst is C(#N)C.Cl[Pd](Cl)([P](C1C=CC=CC=1)(C1C=CC=CC=1)C1C=CC=CC=1)[P](C1C=CC=CC=1)(C1C=CC=CC=1)C1C=CC=CC=1. The product is [C:12]([O:11][N:9]1[CH2:10][C:4]2[C:5](=[N:6][CH:7]=[C:2]([C:49]3[CH:48]=[CH:47][CH:46]=[C:45]([CH:42]([CH3:44])[CH3:43])[CH:50]=3)[CH:3]=2)[C:8]1=[O:16])([CH3:15])([CH3:14])[CH3:13]. The yield is 0.660.